This data is from Ames mutagenicity test results for genotoxicity prediction. The task is: Regression/Classification. Given a drug SMILES string, predict its toxicity properties. Task type varies by dataset: regression for continuous values (e.g., LD50, hERG inhibition percentage) or binary classification for toxic/non-toxic outcomes (e.g., AMES mutagenicity, cardiotoxicity, hepatotoxicity). Dataset: ames. (1) The drug is O=C1c2ccccc2C(=O)c2cc(CO)ccc21. The result is 0 (non-mutagenic). (2) The molecule is O=C(O)c1occ(-c2ccccc2)c1-c1ccccc1. The result is 0 (non-mutagenic). (3) The molecule is CC(C)C(=O)/N=c1\sn(C(=O)C(C)C)c2ccc([N+](=O)[O-])cc12. The result is 1 (mutagenic). (4) The compound is CC1=NC(N)=CC2c3ccccc3NC12. The result is 1 (mutagenic). (5) The drug is O=C1c2ccccc2C(=O)c2c1cc(OC1OC(COC3OCC(O)C(O)C3O)C(O)C(O)C1O)c(CO)c2O. The result is 1 (mutagenic). (6) The molecule is Cn1c(N)nc2cc(Cl)ccc21. The result is 1 (mutagenic). (7) The molecule is Cc1cccn2c1nc1ccc(N)nc12. The result is 1 (mutagenic). (8) The molecule is CC1(C)CC2C=C(CO)C3(C=O)CC3(C)C2C1. The result is 1 (mutagenic).